Task: Predict which catalyst facilitates the given reaction.. Dataset: Catalyst prediction with 721,799 reactions and 888 catalyst types from USPTO (1) Reactant: [Cl:1][C:2]1[CH:7]=[C:6]([NH:8][C:9]2[C:18]3[C:13](=[CH:14][CH:15]=[CH:16][C:17]=3F)[N:12]=[CH:11][N:10]=2)[CH:5]=[CH:4][C:3]=1[OH:20].[NH:21]1[CH2:25][CH2:24][CH2:23][C@@H:22]1[CH:26]([OH:28])[CH3:27].[H-].[Na+]. Product: [Cl:1][C:2]1[CH:7]=[C:6]([NH:8][C:9]2[C:18]3[C:13](=[CH:14][CH:15]=[CH:16][C:17]=3[O:28][C@H:26]([C@H:22]3[CH2:23][CH2:24][CH2:25][NH:21]3)[CH3:27])[N:12]=[CH:11][N:10]=2)[CH:5]=[CH:4][C:3]=1[OH:20]. The catalyst class is: 44. (2) Reactant: [N:1]1[C:5]2=[CH:6][CH:7]=[C:8]([C:10]([OH:12])=O)[CH2:9][C:4]2=[N:3][N:2]=1.C1C=NC2N(O)N=NC=2C=1.CCN=C=NCCCN(C)C.[NH2:34][C:35]1[CH:40]=[CH:39][CH:38]=[CH:37][CH:36]=1.Cl. Product: [C:35]1([NH:34][C:10]([C:8]2[CH:7]=[CH:6][C:5]3[NH:1][N:2]=[N:3][C:4]=3[CH:9]=2)=[O:12])[CH:40]=[CH:39][CH:38]=[CH:37][CH:36]=1. The catalyst class is: 39. (3) Reactant: [C:1]([NH2:4])(=[S:3])[CH3:2].Br[CH2:6][C:7]([N:9]1[CH2:14][CH2:13][N:12]([C:15]([O:17][C:18]([CH3:21])([CH3:20])[CH3:19])=[O:16])[CH2:11][CH2:10]1)=O. Product: [CH3:2][C:1]1[S:3][CH:6]=[C:7]([N:9]2[CH2:14][CH2:13][N:12]([C:15]([O:17][C:18]([CH3:21])([CH3:20])[CH3:19])=[O:16])[CH2:11][CH2:10]2)[N:4]=1. The catalyst class is: 8. (4) Reactant: [CH2:1]([O:8][C:9]([N:11]1[C@H:15]([C:16]([N:18]2[CH2:23][CH2:22][N:21]([C:24]3[CH:29]=[C:28]([CH3:30])[CH:27]=[CH:26][C:25]=3[CH3:31])[CH2:20][CH2:19]2)=[O:17])[CH2:14][NH:13][C:12]1=[O:32])=[O:10])[C:2]1[CH:7]=[CH:6][CH:5]=[CH:4][CH:3]=1.C(N(C(C)C)C(C)C)C.[C:42]1([S:48](Cl)(=[O:50])=[O:49])[CH:47]=[CH:46][CH:45]=[CH:44][CH:43]=1.C([O-])(O)=O.[Na+]. Product: [CH2:1]([O:8][C:9]([N:11]1[C@H:15]([C:16]([N:18]2[CH2:23][CH2:22][N:21]([C:24]3[CH:29]=[C:28]([CH3:30])[CH:27]=[CH:26][C:25]=3[CH3:31])[CH2:20][CH2:19]2)=[O:17])[CH2:14][N:13]([S:48]([C:42]2[CH:47]=[CH:46][CH:45]=[CH:44][CH:43]=2)(=[O:50])=[O:49])[C:12]1=[O:32])=[O:10])[C:2]1[CH:3]=[CH:4][CH:5]=[CH:6][CH:7]=1. The catalyst class is: 119. (5) Reactant: [F:1][C:2]1[CH:10]=[CH:9][C:8]([CH2:11][C:12]2[C:21]3[C:16](=[CH:17][CH:18]=[CH:19][CH:20]=3)[C:15](=[O:22])[NH:14][N:13]=2)=[CH:7][C:3]=1[C:4]([OH:6])=O.F[P-](F)(F)(F)(F)F.N1(OC(N(C)C)=[N+](C)C)C2C=CC=CC=2N=N1.[F:47][C:48]([F:61])([F:60])[C:49]1[N:53]2[CH2:54][CH2:55][NH:56][CH2:57][C:52]2=[C:51]([C:58]#[N:59])[N:50]=1.C(N(CC)C(C)C)(C)C. Product: [F:1][C:2]1[CH:10]=[CH:9][C:8]([CH2:11][C:12]2[C:21]3[C:16](=[CH:17][CH:18]=[CH:19][CH:20]=3)[C:15](=[O:22])[NH:14][N:13]=2)=[CH:7][C:3]=1[C:4]([N:56]1[CH2:55][CH2:54][N:53]2[C:49]([C:48]([F:61])([F:47])[F:60])=[N:50][C:51]([C:58]#[N:59])=[C:52]2[CH2:57]1)=[O:6]. The catalyst class is: 9. (6) Reactant: [CH2:1]([Li])[CH2:2]CC.[CH3:6][O:7][C:8]1[CH:9]=[C:10]([CH:19]=[C:20]([O:22][CH3:23])[CH:21]=1)[C:11]([C:13]1[CH:18]=[CH:17][CH:16]=[CH:15][CH:14]=1)=[O:12].[NH4+].[Cl-]. Product: [CH3:23][O:22][C:20]1[CH:19]=[C:10]([C:11]([C:13]2[CH:18]=[CH:17][CH:16]=[CH:15][CH:14]=2)([OH:12])[C:1]#[CH:2])[CH:9]=[C:8]([O:7][CH3:6])[CH:21]=1. The catalyst class is: 1. (7) Reactant: [CH2:1]([NH:3][NH:4][C:5]([O:7][C:8]([CH3:11])([CH3:10])[CH3:9])=[O:6])[CH3:2].[Si]([S:16][C:17]#[N:18])(C)(C)C. Product: [C:17]([N:3]([CH2:1][CH3:2])[NH:4][C:5]([O:7][C:8]([CH3:10])([CH3:9])[CH3:11])=[O:6])(=[S:16])[NH2:18]. The catalyst class is: 13. (8) Product: [CH3:55][N:56]([CH3:58])[NH:57][C:21]([C:18]1[CH:17]=[CH:16][C:15]([O:14][CH2:13][C:3]2[C:4]([C:7]3[CH:8]=[CH:9][CH:10]=[CH:11][CH:12]=3)=[N:5][O:6][C:2]=2[CH3:1])=[CH:20][N:19]=1)=[O:23]. Reactant: [CH3:1][C:2]1[O:6][N:5]=[C:4]([C:7]2[CH:12]=[CH:11][CH:10]=[CH:9][CH:8]=2)[C:3]=1[CH2:13][O:14][C:15]1[CH:16]=[CH:17][C:18]([C:21]([OH:23])=O)=[N:19][CH:20]=1.F[B-](F)(F)F.N1(OC(N(C)C)=[N+](C)C)C2C=CC=CC=2N=N1.C(N(CC)C(C)C)(C)C.[CH3:55][N:56]([CH3:58])[NH2:57]. The catalyst class is: 3.